This data is from Full USPTO retrosynthesis dataset with 1.9M reactions from patents (1976-2016). The task is: Predict the reactants needed to synthesize the given product. Given the product [C:9]1(=[O:16])[NH:15][CH2:14][CH2:13][CH2:12][CH2:11][CH2:10][CH2:1]1.[C:1]1(=[N:7][OH:8])[CH2:18][CH2:17][CH2:2][CH2:3][CH2:4][CH2:5][CH2:6]1, predict the reactants needed to synthesize it. The reactants are: [C:1]1(=[N:7][OH:8])[CH2:6][CH2:5][CH2:4][CH2:3][CH2:2]1.[C:9]1(=[O:16])[NH:15][CH2:14][CH2:13][CH2:12][CH2:11][CH2:10]1.[C:17]1(=NO)CCCCC[CH2:18]1.